From a dataset of Peptide-MHC class I binding affinity with 185,985 pairs from IEDB/IMGT. Regression. Given a peptide amino acid sequence and an MHC pseudo amino acid sequence, predict their binding affinity value. This is MHC class I binding data. (1) The peptide sequence is TSGPGIRYPK. The binding affinity (normalized) is 0.944. The MHC is Mamu-B8301 with pseudo-sequence Mamu-B8301. (2) The peptide sequence is RWMCLRRFII. The MHC is HLA-A11:01 with pseudo-sequence HLA-A11:01. The binding affinity (normalized) is 0. (3) The peptide sequence is ALKAYFTAK. The MHC is HLA-A68:01 with pseudo-sequence HLA-A68:01. The binding affinity (normalized) is 0.542. (4) The binding affinity (normalized) is 0.120. The peptide sequence is KTAVQMAVFI. The MHC is Mamu-A01 with pseudo-sequence Mamu-A01. (5) The peptide sequence is KVFGYDIDR. The MHC is HLA-B27:05 with pseudo-sequence HLA-B27:05. The binding affinity (normalized) is 0.0847. (6) The binding affinity (normalized) is 0. The MHC is Patr-B0101 with pseudo-sequence Patr-B0101. The peptide sequence is ELSPRWYFYY. (7) The peptide sequence is YQYIFLSFF. The MHC is HLA-B48:01 with pseudo-sequence HLA-B48:01. The binding affinity (normalized) is 0.0847.